Task: Predict the product of the given reaction.. Dataset: Forward reaction prediction with 1.9M reactions from USPTO patents (1976-2016) (1) Given the reactants C([O-])([O-])=O.[K+].[K+].[Cl:7][C:8]1[C:9]([OH:18])=[C:10]([C:15](=[O:17])[CH3:16])[CH:11]=[CH:12][C:13]=1[OH:14].[Br:19][CH2:20][C:21]1[CH:26]=[CH:25][C:24]([CH2:27]Br)=[CH:23][CH:22]=1.Cl, predict the reaction product. The product is: [Br:19][CH2:20][C:21]1[CH:26]=[CH:25][C:24]([CH2:27][O:14][C:13]2[CH:12]=[CH:11][C:10]([C:15](=[O:17])[CH3:16])=[C:9]([OH:18])[C:8]=2[Cl:7])=[CH:23][CH:22]=1. (2) Given the reactants [NH2:1][C:2]1[N:7]=[C:6]([Cl:8])[CH:5]=[C:4](Cl)[N:3]=1.C(=O)(O)[O-].[Na+].O.[CH3:16][O:17][C:18](=[O:38])[C:19]1[CH:24]=[C:23](B2OC(C)(C)C(C)(C)O2)[C:22]([CH3:34])=[CH:21][C:20]=1[O:35][CH2:36][CH3:37], predict the reaction product. The product is: [CH3:16][O:17][C:18](=[O:38])[C:19]1[CH:24]=[C:23]([C:4]2[CH:5]=[C:6]([Cl:8])[N:7]=[C:2]([NH2:1])[N:3]=2)[C:22]([CH3:34])=[CH:21][C:20]=1[O:35][CH2:36][CH3:37]. (3) Given the reactants C([N:3]([CH2:6][CH3:7])[CH2:4][CH3:5])C.[CH3:8][S:9]([O:12]S(C)(=O)=O)(=O)=[O:10].[CH3:17][OH:18], predict the reaction product. The product is: [CH3:8][S:9]([N:3]1[CH2:4][CH2:5][C:17](=[O:18])[CH2:7][CH2:6]1)(=[O:12])=[O:10]. (4) Given the reactants C(=O)([O-])[O-].[K+].[K+].[CH2:7]([O:9][CH:10]([CH2:16][C:17]1[CH:22]=[CH:21][C:20]([OH:23])=[CH:19][CH:18]=1)[C:11]([O:13][CH2:14][CH3:15])=[O:12])[CH3:8].Br[CH2:25][CH2:26][N:27]1[C:36]2[C:31](=[CH:32][C:33]([C:37](=[O:44])[C:38]3[CH:43]=[CH:42][CH:41]=[CH:40][CH:39]=3)=[CH:34][CH:35]=2)[C:30]([CH3:46])([CH3:45])[CH2:29][CH2:28]1, predict the reaction product. The product is: [C:37]([C:33]1[CH:32]=[C:31]2[C:36](=[CH:35][CH:34]=1)[N:27]([CH2:26][CH2:25][O:23][C:20]1[CH:19]=[CH:18][C:17]([CH2:16][CH:10]([O:9][CH2:7][CH3:8])[C:11]([O:13][CH2:14][CH3:15])=[O:12])=[CH:22][CH:21]=1)[CH2:28][CH2:29][C:30]2([CH3:45])[CH3:46])(=[O:44])[C:38]1[CH:39]=[CH:40][CH:41]=[CH:42][CH:43]=1.